This data is from Experimentally validated miRNA-target interactions with 360,000+ pairs, plus equal number of negative samples. The task is: Binary Classification. Given a miRNA mature sequence and a target amino acid sequence, predict their likelihood of interaction. (1) The miRNA is hsa-miR-450a-1-3p with sequence AUUGGGAACAUUUUGCAUGUAU. The protein sequence of the target gene is MALRGHPEPQPTNTPLSATVGGPISLFTQPRCHSAARDLVWSQAWPDPDVLEISMQTPGGSSCRKEAVLPRLRVTRPLVPEPAILPVCAARLAGSLATDLSRSHSLLPPWVDLKEPPPPSAPSLLLEDPGQGGCHGAQSCVGTCELANGARGFCPEMGQNESLSEERKGHESKRKSGGRGSPSSHPTQAS. Result: 1 (interaction). (2) Result: 1 (interaction). The miRNA is hsa-miR-3942-5p with sequence AAGCAAUACUGUUACCUGAAAU. The protein sequence of the target gene is MISSCTTRKMAEQEQRKIPLVPENLLKKRKAYQALKATQAKQALLAKKEQKKGKGLRFKRLESFLHDSWRQKRDKVRLRRLEVKPHALELPDKHSLAFVVRIERIDGVSLLVQRTIARLRLKKIFSGVFVKVTPQNLKMLRIVEPYVTWGFPNLKSVRELILKRGQAKVKNKTIPLTDNTVIEEHLGKFGVICLEDLIHEIAFPGKHFQEISWFLCPFHLSVARHATKNRVGFLKEMGTPGYRGERINQLIRQLN. (3) The miRNA is mmu-miR-19b-3p with sequence UGUGCAAAUCCAUGCAAAACUGA. The protein sequence of the target gene is MLCYVTRPDAVLMEVEVEAKANGEDCLNQVCRRLGIIEVDYFGLQFTGSKGESLWLNLRNRISQQMDGLAPYRLKLRVKFFVEPHLILQEQTRHIFFLHIKESLLAGHLQCSPEQAVELSALLAQTKFGDYNQNTAQYSYEDLCEKELSSSTLNSIVAKHKELEGISQASAEYQVLQIVSAMENYGIEWHAVRDSEGQKLLIGVGPEGISICKEDFSPINRIAYPVVQMATQSGKNVYLTVTKESGNSIVLLFKMISTRAASGLYRAITETHAFYRCDTVTSAVMMQYSRDLKGHLASLF.... Result: 1 (interaction). (4) The miRNA is hsa-miR-619-3p with sequence GACCUGGACAUGUUUGUGCCCAGU. The protein sequence of the target gene is MAANKPKGQNSLALHKVIMVGSGGVGKSALTLQFMYDEFVEDYEPTKADSYRKKVVLDGEEVQIDILDTAGQEDYAAIRDNYFRSGEGFLCVFSITEMESFAATADFREQILRVKEDENVPFLLVGNKSDLEDKRQVSVEEAKNRADQWNVNYVETSAKTRANVDKVFFDLMREIRARKMEDSKEKNGKKKRKSLAKRIRERCCIL. Result: 0 (no interaction). (5) The miRNA is hsa-miR-4537 with sequence UGAGCCGAGCUGAGCUUAGCUG. The protein sequence of the target gene is MPPFLLLTCLFITGTSVSPVALDPCSAYISLNEPWRNTDHQLDESQGPPLCDNHVNGEWYHFTGMAGDAMPTFCIPENHCGTHAPVWLNGSHPLEGDGIVQRQACASFNGNCCLWNTTVEVKACPGGYYVYRLTKPSVCFHVYCGHFYDICDEDCHGSCSDTSECTCAPGTVLGPDRQTCFDENECEQNNGGCSEICVNLKNSYRCECGVGRVLRSDGKTCEDVEGCHNNNGGCSHSCLGSEKGYQCECPRGLVLSEDNHTCQVPVLCKSNAIEVNIPRELVGGLELFLTNTSCRGVSNG.... Result: 0 (no interaction). (6) The miRNA is hsa-miR-203b-3p with sequence UUGAACUGUUAAGAACCACUGGA. The protein sequence of the target gene is MGDLKSGFEEVDGVRLGYLIIKGKQMFALSQVFTDLLKNIPRTTVHKRMDHLKVKKHHCDLEELRKLKAINSIAFHAAKCTLISREDVEALYTSCKTERVLKTKRRRVGRALATKAPPPERAAAASPRPGFWKDKHQLWRGLSGAARPLPISAQSQRPGAAAARPAAHLPQIFSKYPGSHYPEIVRSPCKPPLNYETAPLQGNYVAFPSDPAYFRSLLCSKHPAAAAAAAAAAAAAAAAAAAAAYYQVSAAGPQPKAAAGAGGPGSLSYRCKRKRGGAKDCLLAPHAGARRLLLLPRSYK.... Result: 0 (no interaction).